This data is from Full USPTO retrosynthesis dataset with 1.9M reactions from patents (1976-2016). The task is: Predict the reactants needed to synthesize the given product. (1) The reactants are: Cl.[NH2:2][C@H:3]([C:8]1[CH:13]=[CH:12][C:11]([OH:14])=[CH:10][CH:9]=1)[C:4]([O:6][CH3:7])=[O:5].O1CCOCC1.C(N(CC)CC)C.[C:28]([O:32][C:33](O[C:33]([O:32][C:28]([CH3:31])([CH3:30])[CH3:29])=[O:34])=[O:34])([CH3:31])([CH3:30])[CH3:29]. Given the product [C:28]([O:32][C:33]([NH:2][C@H:3]([C:8]1[CH:9]=[CH:10][C:11]([OH:14])=[CH:12][CH:13]=1)[C:4]([O:6][CH3:7])=[O:5])=[O:34])([CH3:31])([CH3:30])[CH3:29], predict the reactants needed to synthesize it. (2) Given the product [CH3:8][NH:9][C:29](=[O:31])[CH2:28][N:25]1[C:26](=[O:27])[N:21]2[CH:20]=[N:19][C:18]([C:15](=[O:17])[NH2:16])=[C:22]2[N:23]=[N:24]1, predict the reactants needed to synthesize it. The reactants are: ClC(OC(C)C)=O.[CH3:8][N:9]1CCOCC1.[C:15]([C:18]1[N:19]=[CH:20][N:21]2[C:26](=[O:27])[N:25]([CH2:28][C:29]([OH:31])=O)[N:24]=[N:23][C:22]=12)(=[O:17])[NH2:16].Cl.CN.C(N(CC)CC)C. (3) Given the product [N:1]1[CH:6]=[CH:5][CH:4]=[C:3]([S:7]([O:30][C:27]2[CH:26]=[CH:25][C:24]([C:23]3[N:19]([C:13]4[CH:14]=[CH:15][C:16]([Cl:18])=[CH:17][C:12]=4[Cl:11])[N:20]=[C:21]([C:32]([NH:34][N:35]4[CH2:36][CH2:37][CH2:38][CH2:39][CH2:40]4)=[O:33])[C:22]=3[CH3:31])=[CH:29][CH:28]=2)(=[O:9])=[O:8])[CH:2]=1, predict the reactants needed to synthesize it. The reactants are: [N:1]1[CH:6]=[CH:5][CH:4]=[C:3]([S:7](Cl)(=[O:9])=[O:8])[CH:2]=1.[Cl:11][C:12]1[CH:17]=[C:16]([Cl:18])[CH:15]=[CH:14][C:13]=1[N:19]1[C:23]([C:24]2[CH:29]=[CH:28][C:27]([OH:30])=[CH:26][CH:25]=2)=[C:22]([CH3:31])[C:21]([C:32]([NH:34][N:35]2[CH2:40][CH2:39][CH2:38][CH2:37][CH2:36]2)=[O:33])=[N:20]1.O.